This data is from Peptide-MHC class II binding affinity with 134,281 pairs from IEDB. The task is: Regression. Given a peptide amino acid sequence and an MHC pseudo amino acid sequence, predict their binding affinity value. This is MHC class II binding data. (1) The MHC is DRB1_1101 with pseudo-sequence DRB1_1101. The peptide sequence is VIDWLVSNQSVRNRY. The binding affinity (normalized) is 0.186. (2) The peptide sequence is SQDLELLWNLNGLQAY. The MHC is HLA-DQA10101-DQB10501 with pseudo-sequence HLA-DQA10101-DQB10501. The binding affinity (normalized) is 0.641.